Dataset: Reaction yield outcomes from USPTO patents with 853,638 reactions. Task: Predict the reaction yield, written as a fraction of the theoretical maximum amount of product (1.0 means a 100% yield; for example, 0.34 means a 34% yield). (1) The reactants are [F:1][CH:2]([F:11])[O:3][C:4]1[CH:5]=[C:6]([CH:8]=[CH:9][CH:10]=1)[NH2:7].[N:12]([O-])=O.[Na+].C([O-])(=O)C.[Na+].[C:21]([CH2:24][C:25](=[O:27])[CH3:26])(=[O:23])[CH3:22]. The catalyst is C(O)(=O)C.Cl.O.C(O)C. The product is [F:1][CH:2]([F:11])[O:3][C:4]1[CH:5]=[C:6]([NH:7][N:12]=[C:24]([C:25](=[O:27])[CH3:26])[C:21](=[O:23])[CH3:22])[CH:8]=[CH:9][CH:10]=1. The yield is 0.890. (2) The reactants are [NH2:1][CH2:2][C:3]([OH:5])=[O:4].C[N+:7]([CH3:10])(C)C.[OH-].[C:12](#[N:15])[CH:13]=[CH2:14].Cl.[CH3:17][C:18](C)=O. The catalyst is O. The product is [C:12]([CH2:13][CH2:14][N:1]([CH2:17][CH2:18][C:10]#[N:7])[CH2:2][C:3]([OH:5])=[O:4])#[N:15]. The yield is 0.993. (3) The reactants are [OH:1][CH2:2][C:3]1[CH:8]=[CH:7][C:6]([CH2:9][C:10]([OH:12])=[O:11])=[CH:5][CH:4]=1. The catalyst is C(Cl)(Cl)Cl.[O-2].[O-2].[Mn+4]. The product is [CH:2]([C:3]1[CH:8]=[CH:7][C:6]([CH2:9][C:10]([OH:12])=[O:11])=[CH:5][CH:4]=1)=[O:1]. The yield is 0.590. (4) The reactants are [CH2:1]([C:3]1[S:28][C:6]2[N:7]([CH2:13][C:14]3[CH:19]=[CH:18][C:17]([C:20]4[C:21]([C:26]#[N:27])=[CH:22][CH:23]=[CH:24][CH:25]=4)=[CH:16][CH:15]=3)[C:8](=[O:12])[NH:9][C:10](=[O:11])[C:5]=2[CH:4]=1)[CH3:2].Br[CH2:30][C:31]([C:33]1[S:34][CH:35]=[CH:36][CH:37]=1)=[O:32].[H-].[Na+].[Cl-].O[NH3+:42].[C:43](=[O:46])([O-])[OH:44].[Na+]. The catalyst is C(OCC)(=O)C.CS(C)=O.C(Cl)(Cl)Cl.CN(C)C=O. The product is [CH2:1]([C:3]1[S:28][C:6]2[N:7]([CH2:13][C:14]3[CH:19]=[CH:18][C:17]([C:20]4[CH:25]=[CH:24][CH:23]=[CH:22][C:21]=4[C:26]4[NH:42][C:43](=[O:46])[O:44][N:27]=4)=[CH:16][CH:15]=3)[C:8](=[O:12])[N:9]([CH2:30][C:31](=[O:32])[C:33]3[S:34][CH:35]=[CH:36][CH:37]=3)[C:10](=[O:11])[C:5]=2[CH:4]=1)[CH3:2]. The yield is 0.240. (5) The reactants are CC(O[C:6]([O:8][C:9]([O:11][C:12]([CH3:15])([CH3:14])[CH3:13])=[O:10])=O)(C)C.OC1[C:22]([C:23]([O:25][C:26]2[CH:31]=[CH:30][CH:29]=[CH:28][CH:27]=2)=[O:24])=[C:21]([CH3:32])[C:20]([O:33][CH3:34])=[CH:19][CH:18]=1. The catalyst is CN(C1C=CN=CC=1)C.C(Cl)Cl. The product is [C:12]([O:11][C:9]([O:8][C:6]1[C:22]([C:23]([O:25][C:26]2[CH:31]=[CH:30][CH:29]=[CH:28][CH:27]=2)=[O:24])=[C:21]([CH3:32])[C:20]([O:33][CH3:34])=[CH:19][CH:18]=1)=[O:10])([CH3:13])([CH3:14])[CH3:15]. The yield is 0.800.